Dataset: Reaction yield outcomes from USPTO patents with 853,638 reactions. Task: Predict the reaction yield, written as a fraction of the theoretical maximum amount of product (1.0 means a 100% yield; for example, 0.34 means a 34% yield). (1) The reactants are [N:1]1([C:9]2[CH:10]=[N:11][CH:12]=[C:13]([CH:16]=2)[C:14]#[N:15])[CH2:5][CH2:4][C@@H:3]2[CH2:6][NH:7][CH2:8][C@H:2]12.[C:17]([OH:24])(=[O:23])/[CH:18]=[CH:19]/[C:20]([OH:22])=[O:21]. No catalyst specified. The product is [C:17]([OH:24])(=[O:23])/[CH:18]=[CH:19]/[C:20]([OH:22])=[O:21].[N:1]1([C:9]2[CH:10]=[N:11][CH:12]=[C:13]([CH:16]=2)[C:14]#[N:15])[CH2:5][CH2:4][C@@H:3]2[CH2:6][NH:7][CH2:8][C@H:2]12. The yield is 0.670. (2) The reactants are [C:1]([O:5][C:6]([N:8]1[CH2:12][CH2:11][CH2:10][CH:9]1[C:13]1[NH:14][C:15]([C:18]2[CH:23]=[CH:22][C:21]([C:24]3[CH:29]=[CH:28][C:27]([C:30]4[NH:31][C:32]([CH:35]5[CH2:39][CH2:38][CH2:37][N:36]5[C:40](=[O:53])[CH:41]([NH:48][C:49]([O:51][CH3:52])=[O:50])[CH2:42][CH2:43]C(F)(F)F)=[N:33][CH:34]=4)=[CH:26][CH:25]=3)=[CH:20][CH:19]=2)=[CH:16][N:17]=1)=[O:7])([CH3:4])([CH3:3])[CH3:2].COC(=O)C(NC(OC)=O)CC[O:60][CH2:61][C:62]([F:65])([F:64])[F:63]. No catalyst specified. The product is [C:1]([O:5][C:6]([N:8]1[CH2:12][CH2:11][CH2:10][CH:9]1[C:13]1[NH:14][C:15]([C:18]2[CH:23]=[CH:22][C:21]([C:24]3[CH:29]=[CH:28][C:27]([C:30]4[NH:31][C:32]([CH:35]5[CH2:39][CH2:38][CH2:37][N:36]5[C:40](=[O:53])[CH:41]([NH:48][C:49]([O:51][CH3:52])=[O:50])[CH2:42][CH2:43][O:60][CH2:61][C:62]([F:65])([F:64])[F:63])=[N:33][CH:34]=4)=[CH:26][CH:25]=3)=[CH:20][CH:19]=2)=[CH:16][N:17]=1)=[O:7])([CH3:3])([CH3:4])[CH3:2]. The yield is 0.740. (3) The reactants are [Br:1][C:2]1[CH:3]=[C:4]([S:8](Cl)(=[O:10])=[O:9])[CH:5]=[CH:6][CH:7]=1.[CH3:12][NH2:13]. The catalyst is C1COCC1. The product is [CH3:12][NH:13][S:8]([C:4]1[CH:5]=[CH:6][CH:7]=[C:2]([Br:1])[CH:3]=1)(=[O:10])=[O:9]. The yield is 0.990. (4) The reactants are [F:1][C:2]1[CH:3]=[CH:4][C:5]([O:15][C:16]([F:19])([F:18])[F:17])=[C:6]2[C:10]=1[N:9]([CH2:11][CH2:12][O:13][CH3:14])[CH:8]=[CH:7]2.[C:20](O[C:20]([C:22]([F:25])([F:24])[F:23])=[O:21])([C:22]([F:25])([F:24])[F:23])=[O:21]. The catalyst is CN(C=O)C. The product is [F:23][C:22]([F:25])([F:24])[C:20]([C:7]1[C:6]2[C:10](=[C:2]([F:1])[CH:3]=[CH:4][C:5]=2[O:15][C:16]([F:19])([F:17])[F:18])[N:9]([CH2:11][CH2:12][O:13][CH3:14])[CH:8]=1)=[O:21]. The yield is 0.890. (5) The reactants are Cl.[CH3:2][O:3][C:4](=[O:11])[C@@H:5]1[CH2:9][C@@H:8]([OH:10])[CH2:7][NH:6]1.[CH:12]1[C:21]2[C:16](=[CH:17][CH:18]=[CH:19][CH:20]=2)[CH:15]=[CH:14][C:13]=1[S:22](Cl)(=[O:24])=[O:23].O. The catalyst is C1(C)C=CC=CC=1.C1COCC1. The product is [CH3:2][O:3][C:4]([C@@H:5]1[CH2:9][C@@H:8]([OH:10])[CH2:7][N:6]1[S:22]([C:13]1[CH:14]=[CH:15][C:16]2[C:21](=[CH:20][CH:19]=[CH:18][CH:17]=2)[CH:12]=1)(=[O:24])=[O:23])=[O:11]. The yield is 0.820. (6) The reactants are O.[PH2:2]([O-:4])=[O:3].[Na+].S(=O)(=O)(O)O.[CH3:11][C:12]([CH2:14][C:15]([CH3:18])([CH3:17])[CH3:16])=[CH2:13].CC(N=NC(C#N)(C)C)(C#N)C. The catalyst is CC(N=NC(C#N)(C)C)(C#N)C.C(O)C. The product is [CH3:11][CH:12]([CH2:14][C:15]([CH3:18])([CH3:17])[CH3:16])[CH2:13][PH:2](=[O:4])[OH:3]. The yield is 0.880. (7) The reactants are Br[C:2]1[CH:7]=[CH:6][CH:5]=[CH:4][N:3]=1.[C:8]([O:12][C:13](=[O:29])[N:14]([C:21]1[CH:26]=[CH:25][C:24]([F:27])=[CH:23][C:22]=1[CH3:28])[C:15](=[O:20])[CH2:16][CH2:17][C:18]#[CH:19])([CH3:11])([CH3:10])[CH3:9]. No catalyst specified. The product is [C:8]([O:12][C:13](=[O:29])[N:14]([C:21]1[CH:26]=[CH:25][C:24]([F:27])=[CH:23][C:22]=1[CH3:28])[C:15](=[O:20])[CH2:16][CH2:17][C:18]#[C:19][C:2]1[CH:7]=[CH:6][CH:5]=[CH:4][N:3]=1)([CH3:10])([CH3:11])[CH3:9]. The yield is 0.610. (8) The reactants are [Br:1][C:2]1[CH:3]=[C:4]([C:14]([F:17])([F:16])[F:15])[C:5]2[N:6]([CH:8]=[C:9]([C:11]([OH:13])=[O:12])[N:10]=2)[CH:7]=1.OS(O)(=O)=O.[N+:23]([O-])([OH:25])=[O:24]. No catalyst specified. The product is [Br:1][C:2]1[CH:3]=[C:4]([C:14]([F:16])([F:17])[F:15])[C:5]2[N:6]([C:8]([N+:23]([O-:25])=[O:24])=[C:9]([C:11]([OH:13])=[O:12])[N:10]=2)[CH:7]=1. The yield is 0.780. (9) The reactants are BrC1C=C2[C:16]([CH:17]=[C:12]([CH3:9])[C:13](C(=O)C(OCC)=O)=[C:9]2[C:12]2[CH:17]=[CH:16]C(Cl)=C[CH:13]=2)=CC=1.Br[C:28]1[CH:37]=[C:36]2[C:31]([CH:32]=[C:33]([CH3:53])[C:34]([C:46](=[O:52])[C:47]([O:49]CC)=[O:48])=[C:35]2OS(C(F)(F)F)(=O)=O)=[CH:30][CH:29]=1.[Cl:54][C:55]1[CH:60]=[CH:59][C:58](B(O)O)=[CH:57][CH:56]=1.C([O-])([O-])=[O:65].[K+].[K+].[C:70]1([CH3:76])[CH:75]=CC=C[CH:71]=1. The catalyst is CCO.O.CCOC(C)=O. The product is [C:70]([O:52][CH:46]([C:34]1[C:33]([CH3:53])=[CH:32][C:31]2[C:36](=[CH:37][C:28]([C:16]#[C:17][C:12]([OH:65])([CH3:9])[CH3:13])=[CH:29][CH:30]=2)[C:35]=1[C:58]1[CH:59]=[CH:60][C:55]([Cl:54])=[CH:56][CH:57]=1)[C:47]([OH:49])=[O:48])([CH3:76])([CH3:75])[CH3:71]. The yield is 0.600. (10) The reactants are FC(F)(F)S(O[C:7]1[C:11]2[CH2:12][N:13]([C:16](=[O:25])[NH:17][C:18]3[CH:23]=[CH:22][CH:21]=[C:20]([Cl:24])[CH:19]=3)[CH2:14][CH2:15][C:10]=2[NH:9][N:8]=1)(=O)=O.[CH3:28][O:29][C:30]1[CH:35]=[CH:34][C:33](B(O)O)=[CH:32][CH:31]=1.[O-]P([O-])([O-])=O.[K+].[K+].[K+].O. The catalyst is O1CCOCC1.C1C=CC(P(C2C=CC=CC=2)[C-]2C=CC=C2)=CC=1.C1C=CC(P(C2C=CC=CC=2)[C-]2C=CC=C2)=CC=1.Cl[Pd]Cl.[Fe+2].C1C=CC(P(C2C=CC=CC=2)[C-]2C=CC=C2)=CC=1.C1C=CC(P(C2C=CC=CC=2)[C-]2C=CC=C2)=CC=1.[Fe+2]. The product is [Cl:24][C:20]1[CH:19]=[C:18]([NH:17][C:16]([N:13]2[CH2:14][CH2:15][C:10]3[NH:9][N:8]=[C:7]([C:33]4[CH:34]=[CH:35][C:30]([O:29][CH3:28])=[CH:31][CH:32]=4)[C:11]=3[CH2:12]2)=[O:25])[CH:23]=[CH:22][CH:21]=1. The yield is 0.317.